From a dataset of Reaction yield outcomes from USPTO patents with 853,638 reactions. Predict the reaction yield, written as a fraction of the theoretical maximum amount of product (1.0 means a 100% yield; for example, 0.34 means a 34% yield). (1) The product is [F:11][C:10]1[CH:9]=[CH:8][CH:7]=[C:3]2[C:2]=1[N:1]=[C:15]([CH3:16])[N:22]([CH:23]1[CH2:28][CH2:27][C:26](=[O:29])[NH:25][C:24]1=[O:30])[C:4]2=[O:6]. The reactants are [NH2:1][C:2]1[C:10]([F:11])=[CH:9][CH:8]=[CH:7][C:3]=1[C:4]([OH:6])=O.N1[CH:16]=[CH:15]N=C1.C(Cl)(=O)C.Cl.[NH2:22][CH:23]1[CH2:28][CH2:27][C:26](=[O:29])[NH:25][C:24]1=[O:30].P(OC1C=CC=CC=1)(OC1C=CC=CC=1)OC1C=CC=CC=1. The yield is 0.670. The catalyst is C(#N)C.CS(C)=O.O. (2) The reactants are [Cl:1][C:2]1[CH:3]=[CH:4][C:5]2[N:6]=[CH:7][N:8]=[C:9](OC3CCOCC3)[C:10]=2[N:11]=1.[NH2:19][CH:20]1[CH2:25][CH2:24][N:23]([C:26]([O:28][C:29]([CH3:32])([CH3:31])[CH3:30])=[O:27])[CH2:22][CH2:21]1.CC(C)([O-])C.[Na+]. The catalyst is O1CCOCC1. The product is [Cl:1][C:2]1[CH:3]=[CH:4][C:5]2[N:6]=[CH:7][N:8]=[C:9]([NH:19][CH:20]3[CH2:21][CH2:22][N:23]([C:26]([O:28][C:29]([CH3:32])([CH3:31])[CH3:30])=[O:27])[CH2:24][CH2:25]3)[C:10]=2[N:11]=1. The yield is 0.490.